From a dataset of M1 muscarinic receptor antagonist screen with 61,756 compounds. Binary Classification. Given a drug SMILES string, predict its activity (active/inactive) in a high-throughput screening assay against a specified biological target. (1) The molecule is FC(F)c1n2nc(nc2nc(c1)C)C(=O)Nc1cc(ccc1)C(F)(F)F. The result is 0 (inactive). (2) The compound is S=c1n(c(n[nH]1)c1ccc(cc1)C)C. The result is 0 (inactive).